From a dataset of Forward reaction prediction with 1.9M reactions from USPTO patents (1976-2016). Predict the product of the given reaction. (1) Given the reactants OC1C=CC(C(=C2CCOCC2)C2C=CC(/C=C/C(OC(C)(C)C)=O)=CC=2)=CC=1.Br[C:31]1[CH:36]=[CH:35][C:34]([C:37](=[C:45]2[CH2:51][CH2:50][CH2:49][CH2:48][CH2:47][CH2:46]2)[C:38]2[CH:43]=[CH:42][C:41]([OH:44])=[CH:40][CH:39]=2)=[CH:33][CH:32]=1.[CH:52]([P:54](=[O:61])([O:58][CH2:59][CH3:60])[O:55][CH2:56][CH3:57])=[CH2:53].CC1C=CC=CC=1P(C1C=CC=CC=1C)C1C=CC=CC=1C.CCN(CC)CC, predict the reaction product. The product is: [C:45]1(=[C:37]([C:38]2[CH:43]=[CH:42][C:41]([OH:44])=[CH:40][CH:39]=2)[C:34]2[CH:33]=[CH:32][C:31](/[CH:53]=[CH:52]/[P:54](=[O:61])([O:58][CH2:59][CH3:60])[O:55][CH2:56][CH3:57])=[CH:36][CH:35]=2)[CH2:46][CH2:47][CH2:48][CH2:49][CH2:50][CH2:51]1. (2) The product is: [CH:16]1([NH:19][C:2]2[N:7]3[N:8]=[C:9]([NH2:11])[N:10]=[C:6]3[CH:5]=[C:4]([C:12]([F:15])([F:14])[F:13])[CH:3]=2)[CH2:18][CH2:17]1. Given the reactants Cl[C:2]1[N:7]2[N:8]=[C:9]([NH2:11])[N:10]=[C:6]2[CH:5]=[C:4]([C:12]([F:15])([F:14])[F:13])[CH:3]=1.[CH:16]1([NH2:19])[CH2:18][CH2:17]1.C(N(C(C)C)C(C)C)C, predict the reaction product. (3) Given the reactants [C:1]([O:4][C:5]1[CH:10]=[CH:9][C:8]([C:11](Cl)=[O:12])=[CH:7][C:6]=1[CH2:14][CH:15]=[C:16]([CH3:18])[CH3:17])(=[O:3])[CH3:2].[NH2:19][C:20]1[CH:25]=[CH:24][CH:23]=[CH:22][CH:21]=1.[CH2:26]([N:28]([CH2:31][CH3:32])[CH2:29][CH3:30])C, predict the reaction product. The product is: [C:1]([O:4][C:5]1[CH:10]=[CH:9][C:8]([C:11](=[O:12])[NH:19][C:20]2[CH:25]=[C:24]([C:7]3[CH:8]=[CH:9][CH:10]=[C:5]([O:4][CH:1]4[CH2:32][CH2:31][N:28]([CH3:26])[CH2:29][CH2:30]4)[CH:6]=3)[CH:23]=[CH:22][CH:21]=2)=[CH:7][C:6]=1[CH2:14][CH:15]=[C:16]([CH3:18])[CH3:17])(=[O:3])[CH3:2]. (4) Given the reactants [H-].[H-].[H-].[H-].[Li+].[Al+3].[CH:7]([NH:10][C:11]([C@H:13]1[C@@H:17]([CH2:18][OH:19])[CH2:16][N:15]([CH2:20][C:21]2[CH:26]=[CH:25][CH:24]=[CH:23][CH:22]=2)[CH2:14]1)=O)([CH3:9])[CH3:8], predict the reaction product. The product is: [CH2:20]([N:15]1[CH2:14][C@@H:13]([CH2:11][NH:10][CH:7]([CH3:8])[CH3:9])[C@@H:17]([CH2:18][OH:19])[CH2:16]1)[C:21]1[CH:22]=[CH:23][CH:24]=[CH:25][CH:26]=1.